Dataset: Catalyst prediction with 721,799 reactions and 888 catalyst types from USPTO. Task: Predict which catalyst facilitates the given reaction. (1) Reactant: [F:1][CH:2]([F:22])[C:3]1[NH:7][C:6]2[C:8]([C:18]([O:20][CH3:21])=[O:19])=[CH:9][C:10]([N:12]3[CH2:17][CH2:16][O:15][CH2:14][CH2:13]3)=[CH:11][C:5]=2[N:4]=1.C([O-])([O-])=O.[K+].[K+].Br[CH2:30][C:31]1[CH:36]=[CH:35][CH:34]=[C:33]([C:37]([F:40])([F:39])[F:38])[C:32]=1[CH3:41]. Product: [F:22][CH:2]([F:1])[C:3]1[N:4]([CH2:30][C:31]2[CH:36]=[CH:35][CH:34]=[C:33]([C:37]([F:38])([F:39])[F:40])[C:32]=2[CH3:41])[C:5]2[CH:11]=[C:10]([N:12]3[CH2:17][CH2:16][O:15][CH2:14][CH2:13]3)[CH:9]=[C:8]([C:18]([O:20][CH3:21])=[O:19])[C:6]=2[N:7]=1. The catalyst class is: 3. (2) Reactant: Cl[C:2]1[C:3]2[N:11]=[C:10]([Cl:12])[CH:9]=[CH:8][C:4]=2[N:5]=[CH:6][N:7]=1.[N:13]1[C:21]2[C:16](=[N:17][CH:18]=[CH:19][CH:20]=2)[S:15][C:14]=1[NH2:22].C1(O)C=CC=CC=1. Product: [Cl:12][C:10]1[CH:9]=[CH:8][C:4]2[N:5]=[CH:6][N:7]=[C:2]([NH:22][C:14]3[S:15][C:16]4[C:21]([N:13]=3)=[CH:20][CH:19]=[CH:18][N:17]=4)[C:3]=2[N:11]=1. The catalyst class is: 13. (3) Reactant: [Br:1][C:2]1[CH:3]=[C:4]([NH2:12])[C:5]2[N:6]([CH:8]=[C:9]([CH3:11])[N:10]=2)[CH:7]=1.[CH3:13][C:14]1[CH:21]=[CH:20][CH:19]=[C:18]([CH3:22])[C:15]=1[CH2:16]Cl.[I-].[K+].C(=O)([O-])[O-].[Na+].[Na+]. Product: [Br:1][C:2]1[CH:3]=[C:4]([NH:12][CH2:16][C:15]2[C:18]([CH3:22])=[CH:19][CH:20]=[CH:21][C:14]=2[CH3:13])[C:5]2[N:6]([CH:8]=[C:9]([CH3:11])[N:10]=2)[CH:7]=1. The catalyst class is: 9. (4) Reactant: [CH2:1]([OH:10])[CH:2]([OH:9])[CH:3]([OH:8])[CH:4]([OH:7])[CH:5]=[O:6].O=C[C@@H]([C@H]([C@@H](CO)O)O)O. Product: [CH2:5]([OH:6])[C@@H:4]([C@H:3]([C@@H:2]([CH2:1][OH:10])[OH:9])[OH:8])[OH:7]. The catalyst class is: 8. (5) Reactant: O.[CH3:2][N:3]([CH3:36])[C@@H:4]1[CH2:8][CH2:7][N:6]([C:9]2[C:14]([N+:15]([O-])=O)=[CH:13][C:12]([NH:18][C:19]3[N:24]=[C:23]([C:25]4[C:33]5[C:28](=[CH:29][CH:30]=[CH:31][CH:32]=5)[NH:27][CH:26]=4)[CH:22]=[CH:21][N:20]=3)=[C:11]([O:34][CH3:35])[CH:10]=2)[CH2:5]1.[NH4+].[Cl-]. Product: [CH3:36][N:3]([CH3:2])[C@@H:4]1[CH2:8][CH2:7][N:6]([C:9]2[CH:10]=[C:11]([O:34][CH3:35])[C:12]([NH:18][C:19]3[N:24]=[C:23]([C:25]4[C:33]5[C:28](=[CH:29][CH:30]=[CH:31][CH:32]=5)[NH:27][CH:26]=4)[CH:22]=[CH:21][N:20]=3)=[CH:13][C:14]=2[NH2:15])[CH2:5]1. The catalyst class is: 679. (6) Reactant: [OH:1][N:2]=[C:3]([NH2:5])[CH3:4].[C:6]([O:10][C:11]([N:13]1[C@@H:18]([CH3:19])[CH2:17][N:16]2[N:20]=[CH:21][C:22]([N:23]3[C:27](=[O:28])[CH2:26][CH:25]([C:29](O)=O)[CH2:24]3)=[C:15]2[CH2:14]1)=[O:12])([CH3:9])([CH3:8])[CH3:7].CCN=C=NCCCN(C)C.CCN(C(C)C)C(C)C.C1C=CC2N(O)N=NC=2C=1. Product: [CH3:19][C@H:18]1[CH2:17][N:16]2[N:20]=[CH:21][C:22]([N:23]3[CH2:24][CH:25]([C:29]4[O:1][N:2]=[C:3]([CH3:4])[N:5]=4)[CH2:26][C:27]3=[O:28])=[C:15]2[CH2:14][N:13]1[C:11]([O:10][C:6]([CH3:8])([CH3:7])[CH3:9])=[O:12]. The catalyst class is: 26.